From a dataset of Reaction yield outcomes from USPTO patents with 853,638 reactions. Predict the reaction yield, written as a fraction of the theoretical maximum amount of product (1.0 means a 100% yield; for example, 0.34 means a 34% yield). (1) The yield is 0.620. The product is [Cl:1][C:2]1[N:3]=[C:4]([CH:17]2[CH2:22][CH2:21][O:20][CH2:19][CH2:18]2)[NH:5][C:6]=1[C:7]1[CH:8]=[C:9]([CH:13]=[CH:14][C:15]=1[CH3:16])[C:10]([N:24]1[CH2:27][CH:26]([C:28]2[CH:35]=[CH:34][C:31]([C:32]#[N:33])=[CH:30][CH:29]=2)[CH2:25]1)=[O:12]. The reactants are [Cl:1][C:2]1[N:3]=[C:4]([CH:17]2[CH2:22][CH2:21][O:20][CH2:19][CH2:18]2)[NH:5][C:6]=1[C:7]1[CH:8]=[C:9]([CH:13]=[CH:14][C:15]=1[CH3:16])[C:10]([OH:12])=O.Cl.[NH:24]1[CH2:27][CH:26]([C:28]2[CH:35]=[CH:34][C:31]([C:32]#[N:33])=[CH:30][CH:29]=2)[CH2:25]1.CCN=C=NCCCN(C)C.Cl. The catalyst is CN(C)C1C=CN=CC=1.CCOC(C)=O. (2) The yield is 0.890. The product is [C:22]([CH2:2][C:3]1[CH:8]=[C:7]([F:9])[C:6]([C:10]2[N:15]=[C:14]([C:16]([O:18][CH3:19])=[O:17])[CH:13]=[CH:12][C:11]=2[F:20])=[C:5]([F:21])[CH:4]=1)#[N:24]. No catalyst specified. The reactants are Br[CH2:2][C:3]1[CH:8]=[C:7]([F:9])[C:6]([C:10]2[N:15]=[C:14]([C:16]([O:18][CH3:19])=[O:17])[CH:13]=[CH:12][C:11]=2[F:20])=[C:5]([F:21])[CH:4]=1.[C:22](#[N:24])C. (3) The reactants are [F:1][C:2]([F:16])([F:15])[C:3]1[CH:14]=[CH:13][C:6]2[NH:7]C(=O)[O:9][C:10](=O)[C:5]=2[CH:4]=1.[CH:17]1([C:22](=O)[CH2:23][C:24]#[N:25])[CH2:21][CH2:20][CH2:19][CH2:18]1.C(N(CC)CC)C.Cl. The catalyst is CN(C=O)C. The product is [CH:17]1([C:22]2[C:23]([C:24]#[N:25])=[C:10]([OH:9])[C:5]3[C:6](=[CH:13][CH:14]=[C:3]([C:2]([F:1])([F:15])[F:16])[CH:4]=3)[N:7]=2)[CH2:21][CH2:20][CH2:19][CH2:18]1. The yield is 0.240. (4) The reactants are [N:1]1[C:10]2[C:5](=[CH:6][C:7]([CH:11]([CH3:16])[C:12]([O:14]C)=[O:13])=[CH:8][CH:9]=2)[CH:4]=[CH:3][CH:2]=1.CO.[OH-].[Na+].Cl. No catalyst specified. The product is [N:1]1[C:10]2[C:5](=[CH:6][C:7]([CH:11]([CH3:16])[C:12]([OH:14])=[O:13])=[CH:8][CH:9]=2)[CH:4]=[CH:3][CH:2]=1. The yield is 0.770. (5) The reactants are [H-].[Na+].CN(C)[CH:5]=[CH:6][C:7]([C:9]1[NH:13][C:12]([CH3:14])=[N:11][CH:10]=1)=O.C(=O)(O)O.[C:20]1([NH:26][C:27]([NH2:29])=[NH:28])[CH:25]=[CH:24][CH:23]=[CH:22][CH:21]=1. The catalyst is C(O)CCC. The product is [NH:26]([C:27]1[N:29]=[C:7]([C:9]2[NH:13][C:12]([CH3:14])=[N:11][CH:10]=2)[CH:6]=[CH:5][N:28]=1)[C:20]1[CH:25]=[CH:24][CH:23]=[CH:22][CH:21]=1. The yield is 0.460.